Dataset: Full USPTO retrosynthesis dataset with 1.9M reactions from patents (1976-2016). Task: Predict the reactants needed to synthesize the given product. (1) Given the product [CH3:41][O:40][C:33]1[CH:38]=[CH:37][C:36]([C:17]2[C:18]3[C:23](=[CH:22][CH:21]=[C:20]([C:24]4[N:28]=[C:27]([CH2:29][N:30]([CH3:31])[CH3:32])[NH:26][N:25]=4)[CH:19]=3)[NH:15][N:16]=2)=[CH:35][CH:34]=1, predict the reactants needed to synthesize it. The reactants are: COC1C=CC(C2CCCOC2[N:15]2[C:23]3[C:18](=[CH:19][C:20]([C:24]4[N:28]=[C:27]([CH2:29][N:30]([CH3:32])[CH3:31])[NH:26][N:25]=4)=[CH:21][CH:22]=3)[CH:17]=[N:16]2)=CC=1.[C:33]1(C)[CH:38]=[CH:37][CH:36]=[CH:35][CH:34]=1.[O:40]1CCOC[CH2:41]1.Cl. (2) Given the product [C:14]([O:18][C:19]([C@@:21]1([CH2:35][C:36](=[CH2:39])[CH2:37][OH:38])[CH2:25][C:24](=[O:26])[N:23]([C@@H:27]([C:29]2[CH:34]=[CH:33][CH:32]=[CH:31][CH:30]=2)[CH3:28])[CH2:22]1)=[O:20])([CH3:16])([CH3:15])[CH3:17], predict the reactants needed to synthesize it. The reactants are: [BH4-].[Na+].O.O.O.O.O.O.O.[Cl-].[Ce+3].[Cl-].[Cl-].[C:14]([O:18][C:19]([C@@:21]1([CH2:35][C:36](=[CH2:39])[CH:37]=[O:38])[CH2:25][C:24](=[O:26])[N:23]([C@@H:27]([C:29]2[CH:34]=[CH:33][CH:32]=[CH:31][CH:30]=2)[CH3:28])[CH2:22]1)=[O:20])([CH3:17])([CH3:16])[CH3:15].[Cl-].[NH4+]. (3) Given the product [C:50]([C:36]1[C:35]([O:34][CH:31]2[CH2:32][CH2:33][N:28]([C:26]([O:25][C:21]([CH3:24])([CH3:23])[CH3:22])=[O:27])[CH2:29][CH2:30]2)=[CH:40][C:39](=[O:41])[N:38]([C:42]2[CH:43]=[N:44][C:45]([C:48]#[N:49])=[CH:46][CH:47]=2)[N:37]=1)(=[O:52])[NH2:11], predict the reactants needed to synthesize it. The reactants are: CS(C1C=CC([N:11]2C(=O)C=CC(C([O-])=O)=N2)=CC=1)(=O)=O.[C:21]([O:25][C:26]([N:28]1[CH2:33][CH2:32][CH:31]([O:34][C:35]2[C:36]([C:50]([O:52]C)=O)=[N:37][N:38]([C:42]3[CH:43]=[N:44][C:45]([C:48]#[N:49])=[CH:46][CH:47]=3)[C:39](=[O:41])[CH:40]=2)[CH2:30][CH2:29]1)=[O:27])([CH3:24])([CH3:23])[CH3:22]. (4) Given the product [CH2:1]([N:3]1[C:4]2[CH:5]=[N:6][CH:7]=[CH:8][C:9]=2[NH:10][C:14]1=[O:22])[CH3:2], predict the reactants needed to synthesize it. The reactants are: [CH2:1]([NH:3][C:4]1[CH:5]=[N:6][CH:7]=[CH:8][C:9]=1[NH2:10])[CH3:2].C(N1C2C=CC=CC=2N[C:14]1=[O:22])C. (5) Given the product [Cl:15][C:16]1[N:17]=[N:18][C:19]([N:5]2[CH2:6][C@@H:1]3[CH2:7][C@H:4]2[CH2:3][N:2]3[C:8]([O:10][C:11]([CH3:14])([CH3:13])[CH3:12])=[O:9])=[CH:20][CH:21]=1, predict the reactants needed to synthesize it. The reactants are: [C@H:1]12[CH2:7][C@H:4]([NH:5][CH2:6]1)[CH2:3][N:2]2[C:8]([O:10][C:11]([CH3:14])([CH3:13])[CH3:12])=[O:9].[Cl:15][C:16]1[N:17]=[N:18][C:19](Cl)=[CH:20][CH:21]=1.C(N(CC)CC)C.